From a dataset of Peptide-MHC class I binding affinity with 185,985 pairs from IEDB/IMGT. Regression. Given a peptide amino acid sequence and an MHC pseudo amino acid sequence, predict their binding affinity value. This is MHC class I binding data. (1) The peptide sequence is LSARNKLFKR. The MHC is HLA-A03:01 with pseudo-sequence HLA-A03:01. The binding affinity (normalized) is 0. (2) The peptide sequence is LPRWPPPQL. The MHC is HLA-A02:01 with pseudo-sequence HLA-A02:01. The binding affinity (normalized) is 0.0847. (3) The peptide sequence is RLPLYEALV. The MHC is HLA-A02:01 with pseudo-sequence HLA-A02:01. The binding affinity (normalized) is 0.580. (4) The peptide sequence is QMLPGYFRF. The MHC is HLA-A24:03 with pseudo-sequence HLA-A24:03. The binding affinity (normalized) is 1.00.